From a dataset of Reaction yield outcomes from USPTO patents with 853,638 reactions. Predict the reaction yield, written as a fraction of the theoretical maximum amount of product (1.0 means a 100% yield; for example, 0.34 means a 34% yield). The catalyst is ClCCl.O.C1(C)C=CC(S(O)(=O)=O)=CC=1. The yield is 0.934. The reactants are [O:1]1[CH:6]=[CH:5][CH2:4][CH2:3][CH2:2]1.[Br:7][CH2:8][CH2:9][CH2:10][CH2:11][C:12]([CH3:22])([C:15]1[CH:20]=[CH:19][C:18]([CH3:21])=[CH:17][CH:16]=1)[CH2:13][OH:14]. The product is [Br:7][CH2:8][CH2:9][CH2:10][CH2:11][C:12]([CH3:22])([C:15]1[CH:20]=[CH:19][C:18]([CH3:21])=[CH:17][CH:16]=1)[CH2:13][O:14][CH:6]1[CH2:5][CH2:4][CH2:3][CH2:2][O:1]1.